From a dataset of Reaction yield outcomes from USPTO patents with 853,638 reactions. Predict the reaction yield, written as a fraction of the theoretical maximum amount of product (1.0 means a 100% yield; for example, 0.34 means a 34% yield). (1) The reactants are F[C:2]1[CH:10]=[CH:9][C:8]([C:11]2[NH:15][C:14]([C:16]3[CH:21]=[CH:20][CH:19]=[CH:18][CH:17]=3)=[N:13][C:12]=2[C:22]2[CH:27]=[CH:26][N:25]=[CH:24][CH:23]=2)=[CH:7][C:3]=1[C:4]([OH:6])=[O:5].C([O-])([O-])=O.[Cs+].[Cs+].[CH2:34]([S-:36])[CH3:35].[Na+].Cl. The catalyst is CC(N(C)C)=O.O. The product is [C:4]([C:3]1[CH:7]=[C:8]([C:11]2[NH:15][C:14]([C:16]3[CH:21]=[CH:20][CH:19]=[CH:18][CH:17]=3)=[N:13][C:12]=2[C:22]2[CH:27]=[CH:26][N:25]=[CH:24][CH:23]=2)[CH:9]=[CH:10][C:2]=1[S:36][CH2:34][CH3:35])([OH:6])=[O:5]. The yield is 0.960. (2) The reactants are [ClH:1].[F:2][C:3]1[N:10]=[CH:9][CH:8]=[CH:7][C:4]=1[C:5]#[N:6]. The catalyst is CO.[Pd]. The product is [ClH:1].[F:2][C:3]1[C:4]([CH2:5][NH2:6])=[CH:7][CH:8]=[CH:9][N:10]=1. The yield is 0.820. (3) The reactants are [CH2:1]([O:8][C:9]1[CH:18]=[C:17]2[C:12]([C:13](=O)[NH:14][CH:15]=[N:16]2)=[CH:11][C:10]=1[O:20][CH3:21])[C:2]1[CH:7]=[CH:6][CH:5]=[CH:4][CH:3]=1.S(Cl)([Cl:24])=O. The catalyst is CN(C)C=O. The product is [CH2:1]([O:8][C:9]1[CH:18]=[C:17]2[C:12]([C:13]([Cl:24])=[N:14][CH:15]=[N:16]2)=[CH:11][C:10]=1[O:20][CH3:21])[C:2]1[CH:7]=[CH:6][CH:5]=[CH:4][CH:3]=1. The yield is 0.860. (4) The reactants are [CH2:1]([C:3]1[N:7]([C:8]2[C:16]3[O:15][CH2:14][C@@H:13]([N:17](C(=O)C(F)(F)F)[C:18]4[CH:31]=[CH:30][C:21]5[C@H:22]([CH2:25][C:26]([O:28]C)=[O:27])[CH2:23][O:24][C:20]=5[CH:19]=4)[C:12]=3[CH:11]=[CH:10][CH:9]=2)[C:6]2[CH:38]=[CH:39][CH:40]=[CH:41][C:5]=2[N:4]=1)[CH3:2].[OH-].[Na+].Cl. The catalyst is O1CCCC1.CO.O. The product is [CH2:1]([C:3]1[N:7]([C:8]2[C:16]3[O:15][CH2:14][C@@H:13]([NH:17][C:18]4[CH:31]=[CH:30][C:21]5[C@H:22]([CH2:25][C:26]([OH:28])=[O:27])[CH2:23][O:24][C:20]=5[CH:19]=4)[C:12]=3[CH:11]=[CH:10][CH:9]=2)[C:6]2[CH:38]=[CH:39][CH:40]=[CH:41][C:5]=2[N:4]=1)[CH3:2]. The yield is 0.560. (5) The reactants are Cl.C(O)C.O[C:6]1([CH:28]2[CH2:33][CH2:32][N:31]([CH3:34])[CH2:30][CH2:29]2)[C:15]2[CH:16]=[CH:17][CH:18]=[CH:19][C:14]=2[CH:13]=[C:12]([O:20]C)[C:11]2[S:10][C:9]([CH2:22][C:23]([O:25]CC)=[O:24])=[CH:8][C:7]1=2.[OH-].[Na+]. The catalyst is O. The product is [CH3:34][N:31]1[CH2:30][CH2:29][C:28](=[C:6]2[C:15]3[CH:16]=[CH:17][CH:18]=[CH:19][C:14]=3[CH2:13][C:12](=[O:20])[C:11]3[S:10][C:9]([CH2:22][C:23]([OH:25])=[O:24])=[CH:8][C:7]2=3)[CH2:33][CH2:32]1. The yield is 0.390.